The task is: Predict the reactants needed to synthesize the given product.. This data is from Full USPTO retrosynthesis dataset with 1.9M reactions from patents (1976-2016). (1) Given the product [CH:23]1([C:19]2[CH:20]=[C:21]([CH3:22])[C:16]([N:13]3[CH2:14][CH2:15][N:10]([C:8]([C:5]4[CH:6]=[CH:7][C:2]([N:32]5[C@H:31]([CH2:33][OH:34])[CH2:30][O:29][C:28]5=[O:27])=[CH:3][C:4]=4[CH3:26])=[O:9])[CH2:11][CH2:12]3)=[N:17][CH:18]=2)[CH2:25][CH2:24]1, predict the reactants needed to synthesize it. The reactants are: Br[C:2]1[CH:7]=[CH:6][C:5]([C:8]([N:10]2[CH2:15][CH2:14][N:13]([C:16]3[C:21]([CH3:22])=[CH:20][C:19]([CH:23]4[CH2:25][CH2:24]4)=[CH:18][N:17]=3)[CH2:12][CH2:11]2)=[O:9])=[C:4]([CH3:26])[CH:3]=1.[O:27]=[C:28]1[NH:32][C@H:31]([CH2:33][O:34]C(=O)C2C=CC=CC=2)[CH2:30][O:29]1. (2) Given the product [CH:1]1([C:4]2[CH:5]=[C:6]([C:13]([O:15][CH2:16][CH3:17])=[O:14])[C:7]3[CH:12]=[N:11][N:10]([CH2:25][CH2:26][NH:27][C:28]([O:29][C:30]([CH3:33])([CH3:32])[CH3:31])=[O:34])[C:8]=3[N:9]=2)[CH2:2][CH2:3]1, predict the reactants needed to synthesize it. The reactants are: [CH:1]1([C:4]2[CH:5]=[C:6]([C:13]([O:15][CH2:16][CH3:17])=[O:14])[C:7]3[CH:12]=[N:11][NH:10][C:8]=3[N:9]=2)[CH2:3][CH2:2]1.CC(C)([O-])C.[K+].Br[CH2:25][CH2:26][NH:27][C:28](=[O:34])[O:29][C:30]([CH3:33])([CH3:32])[CH3:31]. (3) Given the product [OH:12][C:13]1[CH:21]=[CH:20][C:19]([C:22]2[N:23]([C:38]([O:40][C:41]([CH3:43])([CH3:42])[CH3:44])=[O:39])[C:24]3[C:29]([CH:30]=2)=[CH:28][C:27]([CH2:31][N:32]2[CH2:37][CH2:36][CH2:35][CH2:34][CH2:33]2)=[CH:26][CH:25]=3)=[C:18]2[C:14]=1[CH2:15][NH:16][C:17]2=[O:45], predict the reactants needed to synthesize it. The reactants are: C(/S([O:12][C:13]1[CH:21]=[CH:20][C:19]([C:22]2[N:23]([C:38]([O:40][C:41]([CH3:44])([CH3:43])[CH3:42])=[O:39])[C:24]3[C:29]([CH:30]=2)=[CH:28][C:27]([CH2:31][N:32]2[CH2:37][CH2:36][CH2:35][CH2:34][CH2:33]2)=[CH:26][CH:25]=3)=[C:18]2[C:14]=1[CH2:15][NH:16][C:17]2=[O:45])(=O)=O)=C\C1C=CC=CC=1.Cl.CO. (4) Given the product [CH2:8]([C:16]1[CH:17]=[CH:18][C:19]([O:20][CH2:21][C:22](=[O:29])[CH2:23][N:24]2[CH:28]=[CH:27][CH:26]=[CH:25]2)=[CH:30][CH:31]=1)[CH2:9][CH2:10][CH2:11][CH2:12][CH2:13][CH2:14][CH3:15], predict the reactants needed to synthesize it. The reactants are: C(OC(=O)C)(=O)C.[CH2:8]([C:16]1[CH:31]=[CH:30][C:19]([O:20][CH2:21][CH:22]([OH:29])[CH2:23][N:24]2[CH:28]=[CH:27][CH:26]=[CH:25]2)=[CH:18][CH:17]=1)[CH2:9][CH2:10][CH2:11][CH2:12][CH2:13][CH2:14][CH3:15].C(=O)([O-])O.[Na+].[Na+].[Cl-]. (5) Given the product [CH3:1][O:2][C:3]([C:4]1[N:22]=[C:19]([CH3:20])[S:21][C:5]=1[C:6]1[CH:11]=[CH:10][C:9]([C:12]([F:15])([F:14])[F:13])=[CH:8][CH:7]=1)=[O:18], predict the reactants needed to synthesize it. The reactants are: [CH3:1][O:2][C:3](=[O:18])[C:4](=O)[CH:5](Cl)[C:6]1[CH:11]=[CH:10][C:9]([C:12]([F:15])([F:14])[F:13])=[CH:8][CH:7]=1.[C:19]([NH2:22])(=[S:21])[CH3:20].